Dataset: Full USPTO retrosynthesis dataset with 1.9M reactions from patents (1976-2016). Task: Predict the reactants needed to synthesize the given product. Given the product [N:21]1([C:2]2[CH:3]=[N:4][CH:5]=[CH:6][C:7]=2[C:8]2[O:9][C:10]3[CH:16]=[CH:15][C:14]([C:17]([F:20])([F:19])[F:18])=[CH:13][C:11]=3[N:12]=2)[CH:25]=[CH:24][N:23]=[CH:22]1, predict the reactants needed to synthesize it. The reactants are: F[C:2]1[CH:3]=[N:4][CH:5]=[CH:6][C:7]=1[C:8]1[O:9][C:10]2[CH:16]=[CH:15][C:14]([C:17]([F:20])([F:19])[F:18])=[CH:13][C:11]=2[N:12]=1.[NH:21]1[CH:25]=[CH:24][N:23]=[CH:22]1.C(=O)([O-])[O-].[K+].[K+].CN(C=O)C.